Dataset: Forward reaction prediction with 1.9M reactions from USPTO patents (1976-2016). Task: Predict the product of the given reaction. Given the reactants [Br:1][C:2]1[CH:3]=[C:4]([NH:28][CH3:29])[C:5]([NH2:27])=[C:6]([N:8]([CH2:18][C:19]2[CH:24]=[CH:23][C:22]([O:25][CH3:26])=[CH:21][CH:20]=2)[CH2:9][C:10]2[CH:15]=[CH:14][C:13]([O:16][CH3:17])=[CH:12][CH:11]=2)[CH:7]=1.[CH:30](OCC)(OCC)OCC, predict the reaction product. The product is: [Br:1][C:2]1[CH:7]=[C:6]([N:8]([CH2:18][C:19]2[CH:24]=[CH:23][C:22]([O:25][CH3:26])=[CH:21][CH:20]=2)[CH2:9][C:10]2[CH:15]=[CH:14][C:13]([O:16][CH3:17])=[CH:12][CH:11]=2)[C:5]2[N:27]=[CH:29][N:28]([CH3:30])[C:4]=2[CH:3]=1.